Dataset: Peptide-MHC class I binding affinity with 185,985 pairs from IEDB/IMGT. Task: Regression. Given a peptide amino acid sequence and an MHC pseudo amino acid sequence, predict their binding affinity value. This is MHC class I binding data. (1) The peptide sequence is QPRAPIRPI. The MHC is HLA-A11:01 with pseudo-sequence HLA-A11:01. The binding affinity (normalized) is 0. (2) The peptide sequence is FWLMVYEGL. The MHC is HLA-B39:01 with pseudo-sequence HLA-B39:01. The binding affinity (normalized) is 0.0847. (3) The peptide sequence is DVKASMLEK. The MHC is HLA-B54:01 with pseudo-sequence HLA-B54:01. The binding affinity (normalized) is 0. (4) The peptide sequence is RMIESRMSK. The binding affinity (normalized) is 0.0847. The MHC is HLA-B57:01 with pseudo-sequence HLA-B57:01. (5) The binding affinity (normalized) is 0.0847. The MHC is HLA-B44:02 with pseudo-sequence HLA-B44:02. The peptide sequence is GMLSSLHTL.